The task is: Predict the reactants needed to synthesize the given product.. This data is from Full USPTO retrosynthesis dataset with 1.9M reactions from patents (1976-2016). (1) Given the product [Br:4][C:5]1[C:13]([OH:14])=[CH:12][CH:11]=[C:10]2[C:6]=1[CH2:7][CH2:8][C:9]2=[O:16], predict the reactants needed to synthesize it. The reactants are: C[S-].[Na+].[Br:4][C:5]1[C:13]([O:14]C)=[CH:12][CH:11]=[C:10]2[C:6]=1[CH2:7][CH2:8][C:9]2=[O:16]. (2) Given the product [Br:8][C:6]1[CH:7]=[C:2]([N:15]2[C@H:11]([CH2:10][OH:9])[CH2:12][CH2:13][C:14]2=[O:16])[CH:3]=[N:4][CH:5]=1, predict the reactants needed to synthesize it. The reactants are: Br[C:2]1[CH:3]=[N:4][CH:5]=[C:6]([Br:8])[CH:7]=1.[OH:9][CH2:10][C@H:11]1[NH:15][C:14](=[O:16])[CH2:13][CH2:12]1.C(=O)([O-])[O-].[K+].[K+].CNCCNC. (3) Given the product [CH3:35][O:34][C:18]1[CH:19]=[C:20]2[C:25](=[CH:26][C:17]=1[O:16][CH2:15][C:12]1[CH:11]=[CH:10][C:9]([S:7]([CH3:36])(=[NH:6])=[O:8])=[CH:14][CH:13]=1)[N:24]=[CH:23][N:22]=[C:21]2[NH:27][C:28]1[CH:29]=[N:30][CH:31]=[CH:32][CH:33]=1, predict the reactants needed to synthesize it. The reactants are: C(OC([N:6]=[S:7]([CH3:36])([C:9]1[CH:14]=[CH:13][C:12]([CH2:15][O:16][C:17]2[CH:26]=[C:25]3[C:20]([C:21]([NH:27][C:28]4[CH:29]=[N:30][CH:31]=[CH:32][CH:33]=4)=[N:22][CH:23]=[N:24]3)=[CH:19][C:18]=2[O:34][CH3:35])=[CH:11][CH:10]=1)=[O:8])=O)C.ClCCl.CO. (4) Given the product [OH:15][C:8]1[CH:7]=[CH:6][C:5]([S:2]([N:20]2[CH2:21][CH2:22][N:17]([CH3:16])[CH2:18][CH2:19]2)(=[O:4])=[O:3])=[CH:14][C:9]=1[C:10]([O:12][CH3:13])=[O:11], predict the reactants needed to synthesize it. The reactants are: Cl[S:2]([C:5]1[CH:6]=[CH:7][C:8]([OH:15])=[C:9]([CH:14]=1)[C:10]([O:12][CH3:13])=[O:11])(=[O:4])=[O:3].[CH3:16][N:17]1[CH2:22][CH2:21][NH:20][CH2:19][CH2:18]1. (5) Given the product [CH3:23][CH:22]([C:4]1[CH:3]=[C:2]([N:25]2[CH2:29][CH2:28][CH2:27][CH2:26]2)[CH:7]=[CH:6][C:5]=1[CH2:8][N:9]1[CH2:14][CH2:13][N:12]([C:15]([O:17][C:18]([CH3:21])([CH3:20])[CH3:19])=[O:16])[CH2:11][CH2:10]1)[CH3:24], predict the reactants needed to synthesize it. The reactants are: Br[C:2]1[CH:7]=[CH:6][C:5]([CH2:8][N:9]2[CH2:14][CH2:13][N:12]([C:15]([O:17][C:18]([CH3:21])([CH3:20])[CH3:19])=[O:16])[CH2:11][CH2:10]2)=[C:4]([CH:22]([CH3:24])[CH3:23])[CH:3]=1.[NH:25]1[CH2:29][CH2:28][CH2:27][CH2:26]1.C(O[Na])(C)(C)C.C1C=CC(P(C2C(C3C(P(C4C=CC=CC=4)C4C=CC=CC=4)=CC=C4C=3C=CC=C4)=C3C(C=CC=C3)=CC=2)C2C=CC=CC=2)=CC=1. (6) The reactants are: [NH2:1][C:2]1[CH:7]=[CH:6][C:5]([C:8]([OH:11])([CH3:10])[CH3:9])=[CH:4][CH:3]=1.Cl[C:13]1[N:18]=[CH:17][N:16]=[C:15]([C:19]2[CH:20]=[CH:21][C:22]([O:27][CH:28]3[CH2:33][CH2:32][O:31][CH2:30][CH2:29]3)=[C:23]([CH:26]=2)[C:24]#[N:25])[N:14]=1.C(N(CC)C(C)C)(C)C. Given the product [OH:11][C:8]([C:5]1[CH:4]=[CH:3][C:2]([NH:1][C:17]2[N:18]=[CH:13][N:14]=[C:15]([C:19]3[CH:20]=[CH:21][C:22]([O:27][CH:28]4[CH2:29][CH2:30][O:31][CH2:32][CH2:33]4)=[C:23]([CH:26]=3)[C:24]#[N:25])[N:16]=2)=[CH:7][CH:6]=1)([CH3:9])[CH3:10], predict the reactants needed to synthesize it. (7) Given the product [CH3:1][CH:2]([CH3:5])[CH2:3][O:4][C:7]1[CH:8]=[C:9]([CH3:16])[CH:10]=[CH:11][C:12]=1[N+:13]([O-:15])=[O:14].[CH3:16][C:9]1[CH:10]=[CH:11][C:12]([NH2:13])=[C:7]([O:4][CH2:3][CH:2]([CH3:5])[CH3:1])[CH:8]=1, predict the reactants needed to synthesize it. The reactants are: [CH3:1][CH:2]([CH3:5])[CH2:3][OH:4].F[C:7]1[CH:8]=[C:9]([CH3:16])[CH:10]=[CH:11][C:12]=1[N+:13]([O-:15])=[O:14].